Predict the reaction yield, written as a fraction of the theoretical maximum amount of product (1.0 means a 100% yield; for example, 0.34 means a 34% yield). From a dataset of Reaction yield outcomes from USPTO patents with 853,638 reactions. The yield is 0.990. The catalyst is C1COCC1. The reactants are [H-].[H-].[H-].[H-].[Li+].[Al+3].[C:7]([NH:15][C:16]1([CH2:20][C:21]([NH2:23])=O)[CH2:19][CH2:18][CH2:17]1)(=O)[C:8]1[CH:13]=[CH:12][CH:11]=[CH:10][CH:9]=1.O. The product is [CH2:7]([NH:15][C:16]1([CH2:20][CH2:21][NH2:23])[CH2:19][CH2:18][CH2:17]1)[C:8]1[CH:13]=[CH:12][CH:11]=[CH:10][CH:9]=1.